This data is from Forward reaction prediction with 1.9M reactions from USPTO patents (1976-2016). The task is: Predict the product of the given reaction. (1) Given the reactants [NH:1]1[CH2:6][CH2:5][CH:4]([NH:7][C:8]2[O:9][C:10]3[CH:16]=[CH:15][C:14]([O:17][CH2:18][C:19]([NH2:21])=[O:20])=[CH:13][C:11]=3[N:12]=2)[CH2:3][CH2:2]1.C(OC(N1CCC(NC2OC3C=CC(OCC(=O)N)=CC=3N=2)CC1)=O)(C)(C)C.FC(F)(F)C(O)=O.[CH2:57]([O:59][C:60]1[CH:65]=[C:64]([CH:66]=O)[CH:63]=[C:62]([O:68][CH2:69][CH3:70])[C:61]=1[C:71]1[CH:76]=[CH:75][C:74]([F:77])=[CH:73][CH:72]=1)[CH3:58].C([BH3-])#N.[Na+].C(N(C(C)C)C(C)C)C, predict the reaction product. The product is: [CH2:57]([O:59][C:60]1[CH:65]=[C:64]([CH2:66][N:1]2[CH2:6][CH2:5][CH:4]([NH:7][C:8]3[O:9][C:10]4[CH:16]=[CH:15][C:14]([O:17][CH2:18][C:19]([NH2:21])=[O:20])=[CH:13][C:11]=4[N:12]=3)[CH2:3][CH2:2]2)[CH:63]=[C:62]([O:68][CH2:69][CH3:70])[C:61]=1[C:71]1[CH:72]=[CH:73][C:74]([F:77])=[CH:75][CH:76]=1)[CH3:58]. (2) Given the reactants [BH4-].[Na+].[C:3]([O:7][C:8]([N:10]1[CH2:15][CH2:14][C:13](=[C:16]2[C:24]3[C:19](=[CH:20][C:21]([Cl:25])=[CH:22][CH:23]=3)[NH:18][C:17]2=[O:26])[CH2:12][CH2:11]1)=[O:9])([CH3:6])([CH3:5])[CH3:4], predict the reaction product. The product is: [C:3]([O:7][C:8]([N:10]1[CH2:15][CH2:14][CH:13]([CH:16]2[C:24]3[C:19](=[CH:20][C:21]([Cl:25])=[CH:22][CH:23]=3)[NH:18][C:17]2=[O:26])[CH2:12][CH2:11]1)=[O:9])([CH3:6])([CH3:4])[CH3:5]. (3) Given the reactants [O:1]=[C:2]([N:12]1[CH2:16][CH2:15][CH2:14][CH2:13]1)[CH2:3][NH:4]C(=O)OC(C)(C)C.[ClH:17].O1CCOCC1, predict the reaction product. The product is: [ClH:17].[NH2:4][CH2:3][C:2]([N:12]1[CH2:16][CH2:15][CH2:14][CH2:13]1)=[O:1].